From a dataset of Reaction yield outcomes from USPTO patents with 853,638 reactions. Predict the reaction yield, written as a fraction of the theoretical maximum amount of product (1.0 means a 100% yield; for example, 0.34 means a 34% yield). (1) The reactants are [Cl:1][C:2]1[CH:7]=[CH:6][CH:5]=[C:4]([Cl:8])[C:3]=1[C:9]1[CH:18]=[CH:17][C:16]2[C:11](=[CH:12][CH:13]=[C:14]([CH2:19][CH:20]([NH:25][C:26]3[C:29](=[O:30])[C:28](=[O:31])[C:27]=3OC(C)C)[C:21]([O:23][CH3:24])=[O:22])[CH:15]=2)[N:10]=1.[CH2:36]([NH2:39])[CH2:37][CH3:38].CN(C=O)C. The catalyst is CO.O. The product is [Cl:8][C:4]1[CH:5]=[CH:6][CH:7]=[C:2]([Cl:1])[C:3]=1[C:9]1[CH:18]=[CH:17][C:16]2[C:11](=[CH:12][CH:13]=[C:14]([CH2:19][CH:20]([NH:25][C:26]3[C:29](=[O:30])[C:28](=[O:31])[C:27]=3[NH:39][CH2:36][CH2:37][CH3:38])[C:21]([O:23][CH3:24])=[O:22])[CH:15]=2)[N:10]=1. The yield is 0.100. (2) The reactants are [CH2:1]([C:5]1[N:6]=[C:7]([CH3:27])[NH:8][C:9](=[O:26])[C:10]=1[CH2:11][C:12]1[CH:17]=[CH:16][C:15]([C:18]2[C:19]([C:24]#[N:25])=[CH:20][CH:21]=[CH:22][CH:23]=2)=[CH:14][CH:13]=1)[CH2:2][CH2:3][CH3:4].[H-].[Na+].CN(C)C=O.Br[CH2:36][C:37]([C:39]1[CH:44]=[CH:43][CH:42]=[CH:41][CH:40]=1)=[O:38]. The catalyst is C(OCC)(=O)C. The product is [CH2:1]([C:5]1[N:6]=[C:7]([CH3:27])[N:8]([CH2:36][C:37](=[O:38])[C:39]2[CH:44]=[CH:43][CH:42]=[CH:41][CH:40]=2)[C:9](=[O:26])[C:10]=1[CH2:11][C:12]1[CH:17]=[CH:16][C:15]([C:18]2[C:19]([C:24]#[N:25])=[CH:20][CH:21]=[CH:22][CH:23]=2)=[CH:14][CH:13]=1)[CH2:2][CH2:3][CH3:4]. The yield is 0.430. (3) The reactants are [S-:1][C:2]#[N:3].[NH4+].[C:5](Cl)(=[O:12])[C:6]1[CH:11]=[CH:10][CH:9]=[CH:8][CH:7]=1.[Br:14][C:15]1[N:20]=[C:19]([Cl:21])[C:18]([NH2:22])=[CH:17][CH:16]=1.O. The catalyst is CC(C)=O. The product is [Br:14][C:15]1[N:20]=[C:19]([Cl:21])[C:18]([NH:22][C:2]([NH:3][C:5](=[O:12])[C:6]2[CH:11]=[CH:10][CH:9]=[CH:8][CH:7]=2)=[S:1])=[CH:17][CH:16]=1. The yield is 0.890. (4) The reactants are [C:1]([CH:3]([C:11]1[CH:16]=[CH:15][C:14]([N+:17]([O-:19])=[O:18])=[CH:13][N:12]=1)C(OC(C)(C)C)=O)#[N:2]. The catalyst is Cl.CCO. The product is [N+:17]([C:14]1[CH:15]=[CH:16][C:11]([CH2:3][C:1]#[N:2])=[N:12][CH:13]=1)([O-:19])=[O:18]. The yield is 0.420. (5) The reactants are [F:1][C:2]1[CH:3]=[C:4]([CH:6]=[C:7]([O:11][CH3:12])[C:8]=1[O:9][CH3:10])[NH2:5].C(O[CH:16]=[C:17]([C:23]([O:25][CH2:26][CH3:27])=[O:24])[C:18]([O:20][CH2:21][CH3:22])=[O:19])C. The catalyst is C(O)C. The product is [F:1][C:2]1[CH:3]=[C:4]([NH:5][CH:16]=[C:17]([C:18]([O:20][CH2:21][CH3:22])=[O:19])[C:23]([O:25][CH2:26][CH3:27])=[O:24])[CH:6]=[C:7]([O:11][CH3:12])[C:8]=1[O:9][CH3:10]. The yield is 0.980. (6) The reactants are Br[C:2]1[CH:28]=[CH:27][C:5]([C:6]([NH:8][C:9]2[CH:14]=[CH:13][C:12]([O:15][CH3:16])=[C:11]([NH:17][C:18](=[O:26])[CH2:19][N:20]3[CH2:25][CH2:24][O:23][CH2:22][CH2:21]3)[CH:10]=2)=[O:7])=[CH:4][CH:3]=1.[F:29][C:30]([F:41])([F:40])[C:31]1[CH:32]=[C:33](B(O)O)[CH:34]=[CH:35][CH:36]=1.C(=O)([O-])[O-].[Na+].[Na+]. The catalyst is O1CCOCC1. The product is [CH3:16][O:15][C:12]1[CH:13]=[CH:14][C:9]([NH:8][C:6]([C:5]2[CH:27]=[CH:28][C:2]([C:35]3[CH:34]=[CH:33][CH:32]=[C:31]([C:30]([F:41])([F:40])[F:29])[CH:36]=3)=[CH:3][CH:4]=2)=[O:7])=[CH:10][C:11]=1[NH:17][C:18](=[O:26])[CH2:19][N:20]1[CH2:25][CH2:24][O:23][CH2:22][CH2:21]1. The yield is 0.390. (7) The reactants are C[O:2][C:3](=[O:12])[C:4]1[CH:9]=[CH:8][CH:7]=[C:6]([NH2:10])[C:5]=1[NH2:11].[C:13](O)(=O)[CH:14]([CH3:16])[CH3:15].[OH-].[Na+]. The catalyst is Cl. The product is [CH:14]([C:16]1[NH:10][C:6]2[CH:7]=[CH:8][CH:9]=[C:4]([C:3]([OH:2])=[O:12])[C:5]=2[N:11]=1)([CH3:15])[CH3:13]. The yield is 0.870. (8) The reactants are [CH2:1]([N:3]([CH2:37][CH3:38])[CH2:4][CH2:5][CH2:6][NH:7][C:8]1[N:9]=[C:10]([C:27]2[CH:28]=[C:29]([CH:33]=[CH:34][C:35]=2[CH3:36])[C:30](O)=[O:31])[C:11]2[CH:17]=[CH:16][C:15](=[O:18])[N:14]([C:19]3[C:24]([F:25])=[CH:23][CH:22]=[CH:21][C:20]=3[F:26])[C:12]=2[N:13]=1)[CH3:2].CN(C(ON1N=NC2C=CC=CC1=2)=[N+](C)C)C.F[P-](F)(F)(F)(F)F.C(N(CC)CC)C.[C:70]1([C@H:76]([NH2:78])[CH3:77])[CH:75]=[CH:74][CH:73]=[CH:72][CH:71]=1. The catalyst is CN(C=O)C. The product is [CH2:37]([N:3]([CH2:1][CH3:2])[CH2:4][CH2:5][CH2:6][NH:7][C:8]1[N:9]=[C:10]([C:27]2[CH:28]=[C:29]([CH:33]=[CH:34][C:35]=2[CH3:36])[C:30]([NH:78][C@@H:76]([C:70]2[CH:75]=[CH:74][CH:73]=[CH:72][CH:71]=2)[CH3:77])=[O:31])[C:11]2[CH:17]=[CH:16][C:15](=[O:18])[N:14]([C:19]3[C:24]([F:25])=[CH:23][CH:22]=[CH:21][C:20]=3[F:26])[C:12]=2[N:13]=1)[CH3:38]. The yield is 0.450. (9) The reactants are [H-].[Na+].[NH:3]1[CH:7]=[CH:6][CH:5]=[CH:4]1.[C:8]1([S:14](Cl)(=[O:16])=[O:15])[CH:13]=[CH:12][CH:11]=[CH:10][CH:9]=1. The catalyst is CN(C=O)C. The product is [C:8]1([S:14]([N:3]2[CH:7]=[CH:6][CH:5]=[CH:4]2)(=[O:16])=[O:15])[CH:13]=[CH:12][CH:11]=[CH:10][CH:9]=1. The yield is 0.810. (10) The reactants are [CH3:1]C1C=CC=CC=1C.C[C:10]1[CH:11]=[C:12]([C:17]2[CH:22]=[CH:21][C:20](C)=[C:19]([CH3:24])[CH:18]=2)[CH:13]=[CH:14][C:15]=1C.[C:25](O)(=O)[CH3:26]. No catalyst specified. The product is [CH3:24][C:19]1[C:25]([CH3:26])=[C:21]([CH3:20])[C:22]([CH3:1])=[C:17]([C:12]2[CH:11]=[CH:10][CH:15]=[CH:14][CH:13]=2)[CH:18]=1. The yield is 0.130.